This data is from Forward reaction prediction with 1.9M reactions from USPTO patents (1976-2016). The task is: Predict the product of the given reaction. (1) Given the reactants [CH2:1]([N:8]1[CH2:12][CH:11]([NH2:13])[CH2:10][CH2:9]1)[C:2]1[CH:7]=[CH:6][CH:5]=[CH:4][CH:3]=1.C(O)(C)(C)C.[C:19]([O:23][C:24](OC([O-])=O)=[O:25])([CH3:22])([CH3:21])[CH3:20], predict the reaction product. The product is: [C:19]([O:23][C:24](=[O:25])[NH:13][CH:11]1[CH2:10][CH2:9][N:8]([CH2:1][C:2]2[CH:3]=[CH:4][CH:5]=[CH:6][CH:7]=2)[CH2:12]1)([CH3:22])([CH3:21])[CH3:20]. (2) Given the reactants Br[C:2]1[CH:27]=[CH:26][C:5]2[N:6]([C:22]([CH3:25])([CH3:24])[CH3:23])[C:7]([C:9]3[CH:14]=[CH:13][CH:12]=[CH:11][C:10]=3[C:15]3[N:19]=[C:18]([CH3:20])[N:17]([CH3:21])[N:16]=3)=[N:8][C:4]=2[CH:3]=1.[NH2:28][C:29]1[N:34]=[CH:33][C:32](B2OC(C)(C)C(C)(C)O2)=[CH:31][N:30]=1.C([O-])([O-])=O.[Na+].[Na+], predict the reaction product. The product is: [C:22]([N:6]1[C:5]2[CH:26]=[CH:27][C:2]([C:32]3[CH:33]=[N:34][C:29]([NH2:28])=[N:30][CH:31]=3)=[CH:3][C:4]=2[N:8]=[C:7]1[C:9]1[CH:14]=[CH:13][CH:12]=[CH:11][C:10]=1[C:15]1[N:19]=[C:18]([CH3:20])[N:17]([CH3:21])[N:16]=1)([CH3:25])([CH3:24])[CH3:23]. (3) Given the reactants [Cl:1][C:2]1[CH:3]=[CH:4][C:5](F)=[C:6]([C:8](=O)[C:9]([F:12])([F:11])[F:10])[CH:7]=1.[SH:15][CH2:16][C:17]([O:19][CH3:20])=[O:18].CCN(CC)CC, predict the reaction product. The product is: [Cl:1][C:2]1[CH:3]=[CH:4][C:5]2[S:15][C:16]([C:17]([O:19][CH3:20])=[O:18])=[C:8]([C:9]([F:12])([F:11])[F:10])[C:6]=2[CH:7]=1. (4) The product is: [Cl:12][C:11]1[C:2]([OH:1])=[CH:3][C:4]2[O:9][CH2:8][CH2:7][O:6][C:5]=2[CH:10]=1. Given the reactants [OH:1][C:2]1[CH:11]=[CH:10][C:5]2[O:6][CH2:7][CH2:8][O:9][C:4]=2[CH:3]=1.[Cl:12]N1C(=O)CCC1=O, predict the reaction product.